This data is from Reaction yield outcomes from USPTO patents with 853,638 reactions. The task is: Predict the reaction yield, written as a fraction of the theoretical maximum amount of product (1.0 means a 100% yield; for example, 0.34 means a 34% yield). (1) The reactants are F[C:2]1C(N)=NC(N)=NC=1.[OH:10][C:11]1[CH:19]=[CH:18][C:17]([N+:20]([O-:22])=[O:21])=[CH:16][C:12]=1[C:13]([OH:15])=[O:14].C(=O)([O-])[O-].[K+].[K+].IC. No catalyst specified. The product is [OH:10][C:11]1[CH:19]=[CH:18][C:17]([N+:20]([O-:22])=[O:21])=[CH:16][C:12]=1[C:13]([O:15][CH3:2])=[O:14]. The yield is 0.770. (2) The reactants are [CH3:1][S:2](Cl)(=[O:4])=[O:3].[CH:6]1([CH2:10][NH:11][C:12]([C:14]2[C:19]([NH:20][C:21]([C:23]3[C:32]4[C:27](=[CH:28][CH:29]=[CH:30][CH:31]=4)[C:26]([CH2:33][OH:34])=[CH:25][CH:24]=3)=[O:22])=[CH:18][CH:17]=[CH:16][N:15]=2)=[O:13])[CH2:9][CH2:8][CH2:7]1.CCN(CC)CC. The catalyst is C(Cl)Cl. The product is [CH3:1][S:2]([O:34][CH2:33][C:26]1[C:27]2[C:32](=[CH:31][CH:30]=[CH:29][CH:28]=2)[C:23]([C:21]([NH:20][C:19]2[C:14]([C:12]([NH:11][CH2:10][CH:6]3[CH2:9][CH2:8][CH2:7]3)=[O:13])=[N:15][CH:16]=[CH:17][CH:18]=2)=[O:22])=[CH:24][CH:25]=1)(=[O:4])=[O:3]. The yield is 0.280. (3) The product is [CH2:17]([CH:12]1[CH2:13][CH2:14][CH2:15][CH2:16][CH:11]1[N:10]1[C:7]2[CH:8]=[CH:9][C:4]([C:3]([OH:2])=[O:28])=[CH:5][C:6]=2[N:19]=[C:20]1[CH2:21][C:22]1[S:23][CH:24]=[CH:25][CH:26]=1)[CH3:18]. The catalyst is O1CCOCC1. The reactants are C[O:2][C:3](=[O:28])[C:4]1[CH:9]=[CH:8][C:7]([NH:10][CH:11]2[CH2:16][CH2:15][CH2:14][CH2:13][CH:12]2[CH2:17][CH3:18])=[C:6]([NH:19][C:20](=O)[CH2:21][C:22]2[S:23][CH:24]=[CH:25][CH:26]=2)[CH:5]=1.Cl.O. The yield is 0.880. (4) The reactants are [F:1][C:2]1[CH:7]=[CH:6][CH:5]=[C:4]([F:8])[C:3]=1[N:9]1[C:14]2[N:15]=[C:16](S(C)(=O)=O)[N:17]=[C:18]([C:19]3[CH:24]=[CH:23][C:22]([F:25])=[CH:21][C:20]=3[CH3:26])[C:13]=2[CH:12]=[CH:11][C:10]1=[O:31].Cl.[O:33]1[CH2:37][CH2:36][CH:35]([NH2:38])[CH2:34]1.C(N(CC)CC)C. No catalyst specified. The product is [F:1][C:2]1[CH:7]=[CH:6][CH:5]=[C:4]([F:8])[C:3]=1[N:9]1[C:14]2[N:15]=[C:16]([NH:38][CH:35]3[CH2:36][CH2:37][O:33][CH2:34]3)[N:17]=[C:18]([C:19]3[CH:24]=[CH:23][C:22]([F:25])=[CH:21][C:20]=3[CH3:26])[C:13]=2[CH:12]=[CH:11][C:10]1=[O:31]. The yield is 0.300. (5) No catalyst specified. The reactants are [CH:1](=[N:8]/[C:9]1[CH:14]=[CH:13][C:12]([OH:15])=[C:11]([F:16])[CH:10]=1)\[C:2]1[CH:7]=[CH:6][CH:5]=[CH:4][CH:3]=1.[OH-].[Na+].[C:19](O)(=[O:21])[CH3:20]. The product is [CH2:1]([N:8]([C:9]1[CH:14]=[CH:13][C:12]([OH:15])=[C:11]([F:16])[CH:10]=1)[C:19](=[O:21])[CH3:20])[C:2]1[CH:3]=[CH:4][CH:5]=[CH:6][CH:7]=1. The yield is 0.390. (6) The reactants are [OH-].[Na+].CO.C([O:7][C:8]([C:10]1[C:14]([C:15]2[CH:20]=[CH:19][CH:18]=[C:17]([Cl:21])[CH:16]=2)=[CH:13][S:12][C:11]=1[N:22]1[C:30](=[O:31])[C:29]2[C:24](=[CH:25][CH:26]=[CH:27][CH:28]=2)[C:23]1=[O:32])=[O:9])C.Cl. The catalyst is O. The product is [Cl:21][C:17]1[CH:16]=[C:15]([C:14]2[C:10]([C:8]([OH:9])=[O:7])=[C:11]([N:22]3[C:30](=[O:31])[C:29]4[C:24](=[CH:25][CH:26]=[CH:27][CH:28]=4)[C:23]3=[O:32])[S:12][CH:13]=2)[CH:20]=[CH:19][CH:18]=1. The yield is 0.900. (7) The catalyst is C(O)(C)(C)C.C(Cl)Cl. The yield is 0.470. The reactants are [CH3:1][O:2][C:3](=[O:14])[C:4]1[CH:9]=[CH:8][C:7]([CH:10]=[O:11])=[C:6]([O:12][CH3:13])[CH:5]=1.O.CC(=CC)C.[O-:21]Cl=O.[Na+]. The product is [CH3:1][O:2][C:3](=[O:14])[C:4]1[CH:9]=[CH:8][C:7]([C:10]([OH:21])=[O:11])=[C:6]([O:12][CH3:13])[CH:5]=1.